This data is from Human Reference Interactome with 51,813 positive PPI pairs across 8,248 proteins, plus equal number of experimentally-validated negative pairs. The task is: Binary Classification. Given two protein amino acid sequences, predict whether they physically interact or not. Protein 1 (ENSG00000186471) has sequence MSETQNSTSQKAMDEDNKAASQTMPNTQDKNYEDELTQVALALVEDVINYAVKIVEEERNPLKNIKWMTHGEFTVEKGLKQIDEYFSDAPIVVSYVGDHQALVHRPGMVRFRENWQKNLTDAKYSFMESFPFLFNRV*MSETQNSTSQKAMDEDNKAASQTMPNTQDKNYEDELTQVALALVEDVINYAVKIVEEERNPLKNIKWMTHGEFTVEKGLKQIDEYFSKCVSKKCWAHGVEFVERKDLIHSFLYIYYVHWSISTADLPVARISAGTYFTMKVSKTKPPDAPIVVSYVGDHQAL.... Protein 2 (ENSG00000167306) has sequence MSVGELYSQCTRVWIPDPDEVWRSAELTKDYKEGDKSLQLRLEDETILEYPIDVQRNQLPFLRNPDILVGENDLTALSYLHEPAVLHNLKVRFLESNHIYTYCGIVLVAINPYEQLPIYGQDVIYTYSGQNMGDMDPHIFAVAEEAYKQMARDEKNQSIIVSGESGAGKTVSAKYAMRYFATVGGSASETNIEEKVLASSPIMEAIGNAKTTRNDNSSRFGKYIQIGFDKRYHIIGANMRTYLLEKSRVVFQADDERNYHIFYQLCAAAGLPEFKELALTSAEDFFYTSQGGDTSIEGVD.... Result: 0 (the proteins do not interact).